This data is from Reaction yield outcomes from USPTO patents with 853,638 reactions. The task is: Predict the reaction yield, written as a fraction of the theoretical maximum amount of product (1.0 means a 100% yield; for example, 0.34 means a 34% yield). (1) The reactants are C1(P(C2C=CC=CC=2)C2C=CC=CC=2)C=CC=CC=1.[NH:20]1[CH2:25][CH2:24][CH2:23][CH2:22][CH:21]1[CH:26](O)[CH3:27].CCOC(/N=N/C(OCC)=O)=O.O1CCCCC1[N:47]1[C:55]2[C:50](=[CH:51][C:52]([C:56]3[N:60]=[CH:59][N:58](C(C4C=CC=CC=4)(C4C=CC=CC=4)C4C=CC=CC=4)[N:57]=3)=[CH:53][CH:54]=2)[C:49]([C:80]2[CH:81]=[C:82]([OH:86])[CH:83]=[CH:84][CH:85]=2)=[N:48]1.Cl. The catalyst is O1CCCC1. The product is [NH:57]1[C:56]([C:52]2[CH:51]=[C:50]3[C:55](=[CH:54][CH:53]=2)[NH:47][N:48]=[C:49]3[C:80]2[CH:85]=[CH:84][CH:83]=[C:82]([O:86][CH2:27][CH2:26][CH:21]3[CH2:22][CH2:23][CH2:24][CH2:25][NH:20]3)[CH:81]=2)=[N:60][CH:59]=[N:58]1. The yield is 0.480. (2) The reactants are [NH2:1][C:2]1[CH:29]=[CH:28][C:5]([O:6][C:7]2[CH:12]=[CH:11][N:10]=[C:9]([N:13]=[C:14]([C:21]3[CH:26]=[CH:25][CH:24]=[CH:23][CH:22]=3)[C:15]3[CH:20]=[CH:19][CH:18]=[CH:17][CH:16]=3)[C:8]=2[Cl:27])=[C:4]([F:30])[CH:3]=1.[F:31][C:32]1[CH:37]=[CH:36][C:35]([C:38]2[C:39](=[O:47])[C:40]([C:44](O)=[O:45])=[CH:41][NH:42][CH:43]=2)=[CH:34][CH:33]=1.CN(C(ON1N=NC2C=CC=NC1=2)=[N+](C)C)C.F[P-](F)(F)(F)(F)F.CCN(C(C)C)C(C)C. The catalyst is CN(C=O)C. The product is [Cl:27][C:8]1[C:9]([N:13]=[C:14]([C:15]2[CH:20]=[CH:19][CH:18]=[CH:17][CH:16]=2)[C:21]2[CH:26]=[CH:25][CH:24]=[CH:23][CH:22]=2)=[N:10][CH:11]=[CH:12][C:7]=1[O:6][C:5]1[CH:28]=[CH:29][C:2]([NH:1][C:44]([C:40]2[C:39](=[O:47])[C:38]([C:35]3[CH:36]=[CH:37][C:32]([F:31])=[CH:33][CH:34]=3)=[CH:43][NH:42][CH:41]=2)=[O:45])=[CH:3][C:4]=1[F:30]. The yield is 0.780. (3) The reactants are [C:1]([C:5]1[CH:9]=[C:8]([NH:10][C:11](=[O:19])OC2C=CC=CC=2)[N:7]([CH2:20][CH:21]([CH3:23])[CH3:22])[N:6]=1)([CH3:4])([CH3:3])[CH3:2].C(N(CC)C(C)C)(C)C.[CH3:33][O:34][C:35]1[CH:36]=[C:37]2[C:42](=[CH:43][C:44]=1[O:45][CH3:46])[N:41]=[CH:40][N:39]=[C:38]2[O:47][C:48]1[CH:49]=[C:50]([CH:52]=[CH:53][CH:54]=1)[NH2:51]. The catalyst is C1COCC1. The product is [C:1]([C:5]1[CH:9]=[C:8]([NH:10][C:11]([NH:51][C:50]2[CH:52]=[CH:53][CH:54]=[C:48]([O:47][C:38]3[C:37]4[C:42](=[CH:43][C:44]([O:45][CH3:46])=[C:35]([O:34][CH3:33])[CH:36]=4)[N:41]=[CH:40][N:39]=3)[CH:49]=2)=[O:19])[N:7]([CH2:20][CH:21]([CH3:22])[CH3:23])[N:6]=1)([CH3:2])([CH3:3])[CH3:4]. The yield is 0.380. (4) The reactants are [N+:1]([C:4]1[CH:9]=[CH:8][C:7]([N:10]2[CH2:14][CH:13]([NH2:15])[CH2:12][CH2:11]2)=[CH:6][CH:5]=1)([O-:3])=[O:2].Cl.[C:17](N1C=CC=N1)(=[NH:19])[NH2:18]. The catalyst is CN(C=O)C. The product is [N+:1]([C:4]1[CH:9]=[CH:8][C:7]([N:10]2[CH2:11][CH2:12][CH:13]([NH:15][C:17]([NH2:19])=[NH:18])[CH2:14]2)=[CH:6][CH:5]=1)([O-:3])=[O:2]. The yield is 0.700. (5) The reactants are C1[CH2:5][O:4][CH2:3]C1.[Li+].C[Si]([N-][Si](C)(C)C)(C)C.[Cl-].COC[P+](C1C=CC=CC=1)(C1C=CC=CC=1)C1C=CC=CC=1.[F:39][C:40]1[CH:45]=[C:44]([CH:46]=O)[CH:43]=[C:42]([F:48])[C:41]=1[C:49]1[N:54]=[C:53]([C:55]([O:57][CH3:58])=[O:56])[CH:52]=[CH:51][C:50]=1[F:59]. The catalyst is C1COCC1.CCOC(C)=O. The product is [F:39][C:40]1[CH:45]=[C:44](/[CH:46]=[CH:3]/[O:4][CH3:5])[CH:43]=[C:42]([F:48])[C:41]=1[C:49]1[N:54]=[C:53]([C:55]([O:57][CH3:58])=[O:56])[CH:52]=[CH:51][C:50]=1[F:59]. The yield is 0.550. (6) The reactants are C(OC(=O)[NH:7][C@@H:8]1[CH2:13][CH2:12][CH2:11][N:10]([C:14]([C:16]2[N:17]=[C:18]([C:47]([F:50])([F:49])[F:48])[N:19]3[CH2:24][CH2:23][N:22]([C:25](=[O:46])[CH2:26][CH:27]([NH:38]C(OC(C)(C)C)=O)[CH2:28][C:29]4[CH:34]=[C:33]([F:35])[C:32]([F:36])=[CH:31][C:30]=4[F:37])[CH2:21][C:20]=23)=[O:15])[CH2:9]1)(C)(C)C.[ClH:52]. The catalyst is C(OCC)(=O)C. The product is [ClH:52].[ClH:52].[NH2:38][C@H:27]([CH2:28][C:29]1[CH:34]=[C:33]([F:35])[C:32]([F:36])=[CH:31][C:30]=1[F:37])[CH2:26][C:25]([N:22]1[CH2:23][CH2:24][N:19]2[C:18]([C:47]([F:50])([F:49])[F:48])=[N:17][C:16]([C:14]([N:10]3[CH2:11][CH2:12][CH2:13][CH:8]([NH2:7])[CH2:9]3)=[O:15])=[C:20]2[CH2:21]1)=[O:46]. The yield is 0.980. (7) The reactants are [CH:1]([NH:4][C:5]([C@@H:7]1[CH2:12][CH2:11][C@H:10]([N:13]2[C:21]3[CH:20]=[C:19]([O:22][CH2:23][CH2:24][N:25]4[CH2:30][CH2:29][CH2:28][CH2:27][CH2:26]4)[N:18]=[CH:17][C:16]=3[NH:15]/[C:14]/2=[N:31]\C(C2C=CC3C=CSC=3C=2)=O)[CH2:9][CH2:8]1)=[O:6])([CH3:3])[CH3:2].[Cl:43][C:44]1[CH:45]=[C:46]([CH:50]=[CH:51][C:52]=1[F:53])[C:47]([OH:49])=O. No catalyst specified. The product is [Cl:43][C:44]1[CH:45]=[C:46]([CH:50]=[CH:51][C:52]=1[F:53])[C:47](/[N:31]=[C:14]1/[N:13]([C@H:10]2[CH2:9][CH2:8][C@@H:7]([C:5](=[O:6])[NH:4][CH:1]([CH3:2])[CH3:3])[CH2:12][CH2:11]2)[C:21]2[CH:20]=[C:19]([O:22][CH2:23][CH2:24][N:25]3[CH2:30][CH2:29][CH2:28][CH2:27][CH2:26]3)[N:18]=[CH:17][C:16]=2[NH:15]/1)=[O:49]. The yield is 0.454.